From a dataset of Experimentally validated miRNA-target interactions with 360,000+ pairs, plus equal number of negative samples. Binary Classification. Given a miRNA mature sequence and a target amino acid sequence, predict their likelihood of interaction. The miRNA is hsa-miR-6780a-5p with sequence UUGGGAGGGAAGACAGCUGGAGA. The protein sequence of the target gene is MRDPVSSQYSSFLFWRMPIPELDLSELEGLGLSDTATYKVKDSSVGKMIGQATAADQEKNPEGDGLLEYSTFNFWRAPIASIHSFELDLL. Result: 1 (interaction).